Binary Classification. Given a drug SMILES string, predict its activity (active/inactive) in a high-throughput screening assay against a specified biological target. From a dataset of M1 muscarinic receptor antagonist screen with 61,756 compounds. (1) The compound is Clc1cc2[nH]c(=O)n(C3CCN(CC3)CCCn3c4c([nH]c3=O)cccc4)c2cc1. The result is 0 (inactive). (2) The compound is Brc1cc(C(=O)Nc2cc3OCOc3cc2)cnc1. The result is 0 (inactive). (3) The molecule is S(=O)(=O)(N)c1ccc(NC(=O)COC(=O)c2ccc(N(C)C)cc2)cc1. The result is 0 (inactive). (4) The compound is S(=O)(=O)(N1CCC(CC1)c1n(c2c(n1)cc(cc2)C(OCC)=O)CC)c1sccc1. The result is 1 (active). (5) The drug is S(Cc1[nH]c(c(c1C(OCC)=O)C)C(OCC)=O)c1n(nnn1)c1c(cccc1)C. The result is 0 (inactive). (6) The compound is O=C(N1CCN(CC1)c1c(cccc1)C)c1cc2c(oc1=O)ccc(OC)c2. The result is 0 (inactive). (7) The drug is o1nc(c(c1C)C(Oc1cccnc1)=O)c1ccccc1. The result is 0 (inactive). (8) The compound is Fc1c(OCCn2c3c(c(c2C)C#N)cccc3)cccc1. The result is 0 (inactive).